This data is from Forward reaction prediction with 1.9M reactions from USPTO patents (1976-2016). The task is: Predict the product of the given reaction. (1) Given the reactants Cl[CH2:2][CH2:3][CH2:4][S:5][C:6]1[CH:11]=[CH:10][CH:9]=[CH:8][CH:7]=1.[NH:12]1[CH2:17][CH2:16][CH:15]([C:18]2[CH:19]=[C:20]([NH:24][C:25]([CH:27]3[CH2:29][CH2:28]3)=[O:26])[CH:21]=[CH:22][CH:23]=2)[CH2:14][CH2:13]1, predict the reaction product. The product is: [C:6]1([S:5][CH2:4][CH2:3][CH2:2][N:12]2[CH2:17][CH2:16][CH:15]([C:18]3[CH:19]=[C:20]([NH:24][C:25]([CH:27]4[CH2:28][CH2:29]4)=[O:26])[CH:21]=[CH:22][CH:23]=3)[CH2:14][CH2:13]2)[CH:11]=[CH:10][CH:9]=[CH:8][CH:7]=1. (2) Given the reactants [NH2:1][C:2]1[CH:3]=[C:4]([N:13]2[C:17](=[O:18])[C:16]([CH3:20])([CH3:19])[N:15]([CH2:21][C:22]3[CH:27]=[CH:26][N:25]=[CH:24][CH:23]=3)[C:14]2=[O:28])[CH:5]=[CH:6][C:7]=1[O:8][C:9]([F:12])([F:11])[F:10].C(O)(=O)C(O)=O.CS(O[CH:40]1[CH2:43][N:42]([CH:44]2[CH2:49][CH2:48][CH2:47][CH2:46][CH2:45]2)[CH2:41]1)(=O)=O.C([O-])([O-])=O.[K+].[K+], predict the reaction product. The product is: [CH:44]1([N:42]2[CH2:43][CH:40]([NH:1][C:2]3[CH:3]=[C:4]([N:13]4[C:17](=[O:18])[C:16]([CH3:20])([CH3:19])[N:15]([CH2:21][C:22]5[CH:27]=[CH:26][N:25]=[CH:24][CH:23]=5)[C:14]4=[O:28])[CH:5]=[CH:6][C:7]=3[O:8][C:9]([F:10])([F:11])[F:12])[CH2:41]2)[CH2:49][CH2:48][CH2:47][CH2:46][CH2:45]1. (3) Given the reactants [NH2:1][C:2]1[CH:3]=[CH:4][C:5]2[N:10]([CH3:11])[C:9](=[O:12])[O:8][C:7]([CH2:15][CH3:16])([CH2:13][CH3:14])[C:6]=2[CH:17]=1.[F:18][C:19]1[CH:20]=[C:21](B(O)O)[CH:22]=[CH:23][C:24]=1[F:25], predict the reaction product. The product is: [F:18][C:19]1[CH:20]=[C:21]([NH:1][C:2]2[CH:3]=[CH:4][C:5]3[N:10]([CH3:11])[C:9](=[O:12])[O:8][C:7]([CH2:15][CH3:16])([CH2:13][CH3:14])[C:6]=3[CH:17]=2)[CH:22]=[CH:23][C:24]=1[F:25].